This data is from TCR-epitope binding with 47,182 pairs between 192 epitopes and 23,139 TCRs. The task is: Binary Classification. Given a T-cell receptor sequence (or CDR3 region) and an epitope sequence, predict whether binding occurs between them. (1) The epitope is WICLLQFAY. The TCR CDR3 sequence is CASSYAGGPNEQFF. Result: 0 (the TCR does not bind to the epitope). (2) The epitope is KLSYGIATV. Result: 0 (the TCR does not bind to the epitope). The TCR CDR3 sequence is CASSYSAGDPYNEQFF. (3) The epitope is ILHCANFNV. The TCR CDR3 sequence is CASVRAVKKLFF. Result: 1 (the TCR binds to the epitope).